From a dataset of Peptide-MHC class I binding affinity with 185,985 pairs from IEDB/IMGT. Regression. Given a peptide amino acid sequence and an MHC pseudo amino acid sequence, predict their binding affinity value. This is MHC class I binding data. (1) The peptide sequence is VGLITCKAF. The MHC is HLA-A02:01 with pseudo-sequence HLA-A02:01. The binding affinity (normalized) is 0. (2) The peptide sequence is KFRRFTQAI. The MHC is HLA-B15:17 with pseudo-sequence HLA-B15:17. The binding affinity (normalized) is 0.0847.